This data is from Retrosynthesis with 50K atom-mapped reactions and 10 reaction types from USPTO. The task is: Predict the reactants needed to synthesize the given product. (1) Given the product O=C(O)c1ccc(N2S(=O)(=O)c3ccccc3S2(=O)=O)cc1, predict the reactants needed to synthesize it. The reactants are: CC(C)(C)OC(=O)c1ccc(N2S(=O)(=O)c3ccccc3S2(=O)=O)cc1. (2) Given the product NCc1cccc(C2CCN(C(=O)c3ccc(C#Cc4ccccc4F)o3)CC2)c1, predict the reactants needed to synthesize it. The reactants are: CC(C)(C)OC(=O)NCc1cccc(C2CCN(C(=O)c3ccc(C#Cc4ccccc4F)o3)CC2)c1. (3) Given the product Cc1nc(-c2ccccn2)ncc1C(=O)Nn1cc(C(C)(C)C(=O)O)c2cc(F)ccc21, predict the reactants needed to synthesize it. The reactants are: COC(=O)C(C)(C)c1cn(NC(=O)c2cnc(-c3ccccn3)nc2C)c2ccc(F)cc12.